Dataset: Full USPTO retrosynthesis dataset with 1.9M reactions from patents (1976-2016). Task: Predict the reactants needed to synthesize the given product. (1) Given the product [CH2:16]([N:14]([CH3:15])[C:12]1[C:11]([C:20]([F:23])([F:21])[F:22])=[CH:10][C:9]2[NH:24][C:25](=[O:42])[CH2:26][C:27]([C:29]3[CH:34]=[CH:33][CH:32]=[C:31]([C:35]4[CH:40]=[CH:39][N:38]=[C:37]([CH3:41])[CH:36]=4)[CH:30]=3)=[N:7][C:8]=2[CH:13]=1)[CH:17]([CH3:19])[CH3:18], predict the reactants needed to synthesize it. The reactants are: C(OC(=O)[NH:7][C:8]1[CH:13]=[C:12]([N:14]([CH2:16][CH:17]([CH3:19])[CH3:18])[CH3:15])[C:11]([C:20]([F:23])([F:22])[F:21])=[CH:10][C:9]=1[NH:24][C:25](=[O:42])[CH2:26][C:27]([C:29]1[CH:34]=[CH:33][CH:32]=[C:31]([C:35]2[CH:40]=[CH:39][N:38]=[C:37]([CH3:41])[CH:36]=2)[CH:30]=1)=O)(C)(C)C.C(O)(C(F)(F)F)=O. (2) Given the product [O:42]=[S:37]1(=[O:43])[CH2:38][CH2:39][CH2:40][CH2:41][N:36]1[CH2:22][CH2:21][NH:20][C:11]1[C:12]([C:15]([O:17][CH2:18][CH3:19])=[O:16])=[N:13][CH:14]=[C:9]([CH2:8][C:5]2[CH:6]=[CH:7][C:2]([F:1])=[CH:3][CH:4]=2)[CH:10]=1, predict the reactants needed to synthesize it. The reactants are: [F:1][C:2]1[CH:7]=[CH:6][C:5]([CH2:8][C:9]2[CH:10]=[C:11]([NH:20][C:21](=O)[C:22](F)(F)F)[C:12]([C:15]([O:17][CH2:18][CH3:19])=[O:16])=[N:13][CH:14]=2)=[CH:4][CH:3]=1.C(=O)([O-])[O-].[Cs+].[Cs+].ICC[N:36]1[CH2:41][CH2:40][CH2:39][CH2:38][S:37]1(=[O:43])=[O:42]. (3) Given the product [CH3:6][O:5][C:3](=[O:4])[CH:2]([C:17]1[CH:18]=[C:13]([Cl:12])[N:14]=[C:15]([CH3:20])[N:16]=1)[C:1]([O:8][CH3:9])=[O:7], predict the reactants needed to synthesize it. The reactants are: [C:1]([O:8][CH3:9])(=[O:7])[CH2:2][C:3]([O:5][CH3:6])=[O:4].[H-].[Na+].[Cl:12][C:13]1[CH:18]=[C:17](Cl)[N:16]=[C:15]([CH3:20])[N:14]=1. (4) Given the product [Cl:48][C:49]1[CH:60]=[CH:59][C:52]2[NH:53][C:54]([CH:56]([NH:58][C:12](=[O:14])[C:11]3[CH:10]=[CH:9][C:8]([C:6]([N:1]4[CH2:2][CH2:3][CH2:4][CH2:5]4)=[O:7])=[CH:16][CH:15]=3)[CH3:57])=[N:55][C:51]=2[CH:50]=1, predict the reactants needed to synthesize it. The reactants are: [N:1]1([C:6]([C:8]2[CH:16]=[CH:15][C:11]([C:12]([OH:14])=O)=[CH:10][CH:9]=2)=[O:7])[CH2:5][CH2:4][CH2:3][CH2:2]1.CN(C(ON1N=NC2C=CC=CC1=2)=[N+](C)C)C.[B-](F)(F)(F)F.C(N(C(C)C)CC)(C)C.[Cl:48][C:49]1[CH:60]=[CH:59][C:52]2[NH:53][C:54]([CH:56]([NH2:58])[CH3:57])=[N:55][C:51]=2[CH:50]=1.ClCl.